Regression/Classification. Given a drug SMILES string, predict its absorption, distribution, metabolism, or excretion properties. Task type varies by dataset: regression for continuous measurements (e.g., permeability, clearance, half-life) or binary classification for categorical outcomes (e.g., BBB penetration, CYP inhibition). For this dataset (vdss_lombardo), we predict log10(VDss) (log10 of volume of distribution in L/kg). From a dataset of Volume of distribution at steady state (VDss) regression data from Lombardo et al.. (1) The compound is C[NH+](C)CCN(Cc1cccs1)c1ccccn1. The log10(VDss) is 0.520. (2) The drug is O=C1CN=C(c2ccccc2Cl)c2cc(Cl)ccc2N1. The log10(VDss) is 0.340.